From a dataset of Experimentally validated miRNA-target interactions with 360,000+ pairs, plus equal number of negative samples. Binary Classification. Given a miRNA mature sequence and a target amino acid sequence, predict their likelihood of interaction. (1) The miRNA is mmu-miR-463-3p with sequence UGAUAGACACCAUAUAAGGUAG. The protein sequence of the target gene is MAGVEEVAASGSHLNGDLDPDDREEGAASTAEEAAKKKRRKKKKSKGPSAAGEQEPDKESGASVDEVARQLERSALEDKERDEDDEDGDGDGDGATGKKKKKKKKKRGPKVQTDPPSVPICDLYPNGVFPKGQECEYPPTQDGRTAAWRTTSEEKKALDQASEEIWNDFREAAEAHRQVRKYVMSWIKPGMTMIEICEKLEDCSRKLIKENGLNAGLAFPTGCSLNNCAAHYTPNAGDTTVLQYDDICKIDFGTHISGRIIDCAFTVTFNPKYDTLLKAVKDATNTGIKCAGIDVRLCDV.... Result: 0 (no interaction). (2) The miRNA is rno-miR-16-5p with sequence UAGCAGCACGUAAAUAUUGGCG. The protein sequence of the target gene is MTTMTNSLISNSVSSVPESLFSSASIHRPVAINPAMLAQFSINLPVLPFESSASLGTSTTSSSRCSSTESSAAPGKIRRGRPQQEIADGQDAHSQKKRHRRLYARQYRAQMRQKVENVKSLHDEKEQLELEVKALRQAVSGLQQENAQKDFLISILQLNNQINHS. Result: 0 (no interaction).